This data is from Forward reaction prediction with 1.9M reactions from USPTO patents (1976-2016). The task is: Predict the product of the given reaction. (1) Given the reactants [N:1]1([C:7]2[C:8]3[S:23][C:22]([CH2:24][N:25]4[CH2:28][CH:27]([N:29]5[CH2:34][CH2:33][O:32][CH2:31][CH2:30]5)[CH2:26]4)=[CH:21][C:9]=3[N:10]=[C:11]([NH:13][C:14]3[C:15]([NH2:20])=[CH:16][CH:17]=[CH:18][CH:19]=3)[N:12]=2)[CH2:6][CH2:5][O:4][CH2:3][CH2:2]1.[C:35](O)(=O)[CH3:36], predict the reaction product. The product is: [CH3:35][C:36]1[N:13]([C:11]2[N:12]=[C:7]([N:1]3[CH2:6][CH2:5][O:4][CH2:3][CH2:2]3)[C:8]3[S:23][C:22]([CH2:24][N:25]4[CH2:28][CH:27]([N:29]5[CH2:30][CH2:31][O:32][CH2:33][CH2:34]5)[CH2:26]4)=[CH:21][C:9]=3[N:10]=2)[C:14]2[CH:19]=[CH:18][CH:17]=[CH:16][C:15]=2[N:20]=1. (2) Given the reactants [NH2:1][C:2]1[CH:3]=[CH:4][C:5]([O:29][CH3:30])=[C:6]([CH:28]=1)[CH2:7][N:8]1[CH2:13][CH2:12][C:11](=[O:14])[CH:10]([CH:15]([C:22]2[CH:27]=[CH:26][CH:25]=[CH:24][CH:23]=2)[C:16]2[CH:21]=[CH:20][CH:19]=[CH:18][CH:17]=2)[CH2:9]1.[CH3:31][S:32](Cl)(=[O:34])=[O:33].O, predict the reaction product. The product is: [CH:15]([CH:10]1[C:11](=[O:14])[CH2:12][CH2:13][N:8]([CH2:7][C:6]2[CH:28]=[C:2]([NH:1][S:32]([CH3:31])(=[O:34])=[O:33])[CH:3]=[CH:4][C:5]=2[O:29][CH3:30])[CH2:9]1)([C:22]1[CH:27]=[CH:26][CH:25]=[CH:24][CH:23]=1)[C:16]1[CH:21]=[CH:20][CH:19]=[CH:18][CH:17]=1. (3) Given the reactants [CH3:1][C@@H:2]1[CH:7]=[CH:6][CH2:5][C:4]([CH3:9])([CH3:8])[C@H:3]1[C:10](=[O:14])/[CH:11]=[CH:12]/[CH3:13].[CH2:15]([SH:19])[CH2:16][CH2:17][CH3:18], predict the reaction product. The product is: [CH2:15]([S:19][CH:12]([CH3:13])[CH2:11][C:10]([C@@H:3]1[C:4]([CH3:8])([CH3:9])[CH2:5][CH:6]=[CH:7][C@H:2]1[CH3:1])=[O:14])[CH2:16][CH2:17][CH3:18].